This data is from Forward reaction prediction with 1.9M reactions from USPTO patents (1976-2016). The task is: Predict the product of the given reaction. (1) Given the reactants [NH2:1][CH:2]([CH2:6][C:7]([F:10])([F:9])[F:8])[C:3]([OH:5])=[O:4].C([O-])(O)=O.[Na+].[C:16](O[C:16]([O:18][C:19]([CH3:22])([CH3:21])[CH3:20])=[O:17])([O:18][C:19]([CH3:22])([CH3:21])[CH3:20])=[O:17], predict the reaction product. The product is: [C:19]([O:18][C:16]([NH:1][CH:2]([CH2:6][C:7]([F:10])([F:9])[F:8])[C:3]([OH:5])=[O:4])=[O:17])([CH3:22])([CH3:21])[CH3:20]. (2) Given the reactants [CH3:1][C:2]([NH2:10])([CH3:9])[CH2:3][NH:4][C:5]([CH3:8])([CH3:7])[CH3:6].[CH3:11][C:12]([CH2:14][CH3:15])=O.[OH-:16].[Na+].[CH:18](Cl)(Cl)Cl, predict the reaction product. The product is: [C:5]([N:4]1[CH2:3][C:2]([CH3:9])([CH3:1])[NH:10][C:12]([CH2:14][CH3:15])([CH3:18])[C:11]1=[O:16])([CH3:8])([CH3:7])[CH3:6]. (3) Given the reactants [Br:1][C:2]1[CH:7]=[CH:6][C:5]([CH2:8][OH:9])=[CH:4][C:3]=1Cl.[Cr]([Cl:15])([O-])(=O)=O.[NH+]1C=CC=CC=1, predict the reaction product. The product is: [Br:1][C:2]1[CH:7]=[CH:6][C:5]([CH2:8][OH:9])=[C:4]([Cl:15])[CH:3]=1. (4) Given the reactants [NH2:1][C@H:2]1[CH2:6][CH2:5][N:4]([CH:7]([C:27]2[CH:32]=[CH:31][C:30]([F:33])=[CH:29][CH:28]=2)[C:8]([N:10]([CH2:12][C:13]2[C:22]3[C:17](=[CH:18][CH:19]=[CH:20][CH:21]=3)[CH:16]=[C:15]([C:23]#[N:24])[C:14]=2[O:25][CH3:26])[CH3:11])=[O:9])[CH2:3]1.[C:34]1(=O)[O:39][C:37](=[O:38])[CH2:36][CH2:35]1.C(N(CC)CC)C, predict the reaction product. The product is: [C:23]([C:15]1[C:14]([O:25][CH3:26])=[C:13]([CH2:12][N:10]([CH3:11])[C:8](=[O:9])[CH:7]([N:4]2[CH2:5][CH2:6][C@H:2]([N:1]3[C:37](=[O:38])[CH2:36][CH2:35][C:34]3=[O:39])[CH2:3]2)[C:27]2[CH:32]=[CH:31][C:30]([F:33])=[CH:29][CH:28]=2)[C:22]2[C:17]([CH:16]=1)=[CH:18][CH:19]=[CH:20][CH:21]=2)#[N:24]. (5) The product is: [CH3:28][O:27][C:18]1[CH:17]=[C:16]2[C:21](=[C:20]3[CH2:22][C:23]([CH3:25])([CH3:26])[O:24][C:19]=13)[C:12]([C:10]1[CH:9]=[CH:8][C:3]([C:4]([O:6][CH3:7])=[O:5])=[C:2]([NH:1][C:40](=[O:41])[C:39]([F:50])([F:49])[F:38])[CH:11]=1)=[N:13][C:14]([CH3:30])([CH3:29])[CH2:15]2. Given the reactants [NH2:1][C:2]1[CH:11]=[C:10]([C:12]2[C:21]3[C:16](=[CH:17][C:18]([O:27][CH3:28])=[C:19]4[O:24][C:23]([CH3:26])([CH3:25])[CH2:22][C:20]4=3)[CH2:15][C:14]([CH3:30])([CH3:29])[N:13]=2)[CH:9]=[CH:8][C:3]=1[C:4]([O:6][CH3:7])=[O:5].C(N(CC)CC)C.[F:38][C:39]([F:50])([F:49])[C:40](O[C:40](=[O:41])[C:39]([F:50])([F:49])[F:38])=[O:41].C(OCC)(=O)C, predict the reaction product.